This data is from Reaction yield outcomes from USPTO patents with 853,638 reactions. The task is: Predict the reaction yield, written as a fraction of the theoretical maximum amount of product (1.0 means a 100% yield; for example, 0.34 means a 34% yield). (1) The reactants are [Cl:1][C:2]1[N:7]=[C:6](Cl)[C:5]([C:9]([O:11][CH3:12])=[O:10])=[CH:4][N:3]=1.CC(N)[CH2:15][C:16]1[CH:21]=CC=CC=1.OP(O)(O)=O.[Br-].C1([Zn+])CC1. The catalyst is CCOC(C)=O. The product is [Cl:1][C:2]1[N:7]=[C:6]([CH:21]2[CH2:16][CH2:15]2)[C:5]([C:9]([O:11][CH3:12])=[O:10])=[CH:4][N:3]=1. The yield is 0.315. (2) The reactants are [CH2:1]([N:3]1[C:12]2[C:7](=[CH:8][C:9]([N+:13]([O-])=O)=[CH:10][CH:11]=2)[C:6](=[O:16])[N:5]([CH2:17][C:18]([N:20]([CH3:22])[CH3:21])=[O:19])[C:4]1=[O:23])[CH3:2].[H][H]. The catalyst is C(OCC)(=O)C.[Pd]. The product is [NH2:13][C:9]1[CH:8]=[C:7]2[C:12](=[CH:11][CH:10]=1)[N:3]([CH2:1][CH3:2])[C:4](=[O:23])[N:5]([CH2:17][C:18]([N:20]([CH3:22])[CH3:21])=[O:19])[C:6]2=[O:16]. The yield is 0.883. (3) The yield is 0.340. The catalyst is ClCCl.CC(C)[O-].CC(C)[O-].CC(C)[O-].Cl[Ti+3]. The reactants are [CH3:1][O:2][C:3]1[CH:10]=[CH:9][C:6]([CH:7]=O)=[CH:5][CH:4]=1.[S:11]1[C:15]([NH2:16])=[N:14][CH:13]=[N:12]1.C(O[BH-](OC(=O)C)OC(=O)C)(=O)C.[Na+]. The product is [CH3:1][O:2][C:3]1[CH:10]=[CH:9][C:6]([CH2:7][C:13]2[N:14]=[C:15]([NH2:16])[S:11][N:12]=2)=[CH:5][CH:4]=1. (4) The product is [Cl:8][C:6]1[CH:7]=[C:2]([C:15]2[C:10]([CH3:9])=[N:11][CH:12]=[CH:13][CH:14]=2)[N:3]=[CH:4][N:5]=1. The catalyst is C1C=CC([P]([Pd]([P](C2C=CC=CC=2)(C2C=CC=CC=2)C2C=CC=CC=2)([P](C2C=CC=CC=2)(C2C=CC=CC=2)C2C=CC=CC=2)[P](C2C=CC=CC=2)(C2C=CC=CC=2)C2C=CC=CC=2)(C2C=CC=CC=2)C2C=CC=CC=2)=CC=1.C(#N)C. The yield is 0.240. The reactants are Cl[C:2]1[CH:7]=[C:6]([Cl:8])[N:5]=[CH:4][N:3]=1.[CH3:9][C:10]1[C:15](B2OC(C)(C)C(C)(C)O2)=[CH:14][CH:13]=[CH:12][N:11]=1.C([O-])(=O)C.[K+].C(=O)([O-])[O-].[Na+].[Na+]. (5) The reactants are [Cl:1][C:2]1[CH:3]=[C:4]([CH:8]2[C:12]([C:15]3[CH:20]=[CH:19][C:18]([Cl:21])=[CH:17][CH:16]=3)([C:13]#[N:14])[CH:11]([CH2:22][C:23]([CH3:26])([CH3:25])[CH3:24])[NH:10][CH:9]2[C:27]([OH:29])=O)[CH:5]=[CH:6][CH:7]=1.[CH3:30][C:31]([CH3:35])([CH3:34])[CH2:32][NH2:33].CN(C(ON1N=NC2C=CC=NC1=2)=[N+](C)C)C.F[P-](F)(F)(F)(F)F.CCN(C(C)C)C(C)C. The catalyst is C(Cl)Cl. The product is [CH3:30][C:31]([CH3:35])([CH3:34])[CH2:32][NH:33][C:27]([CH:9]1[CH:8]([C:4]2[CH:5]=[CH:6][CH:7]=[C:2]([Cl:1])[CH:3]=2)[C:12]([C:15]2[CH:16]=[CH:17][C:18]([Cl:21])=[CH:19][CH:20]=2)([C:13]#[N:14])[CH:11]([CH2:22][C:23]([CH3:24])([CH3:25])[CH3:26])[NH:10]1)=[O:29]. The yield is 0.246. (6) The reactants are [N:1]1[C:10]2[C:5](=[CH:6][C:7]([CH2:11][N:12]3[C:16]4=[N:17][C:18]([C:21](=O)[CH3:22])=[CH:19][N:20]=[C:15]4[N:14]=[N:13]3)=[CH:8][CH:9]=2)[CH:4]=[CH:3][CH:2]=1.Cl.[NH:25]([C:27]([NH2:29])=[O:28])[NH2:26].C(N(CC)CC)C. The catalyst is CO. The product is [N:1]1[C:10]2[C:5](=[CH:6][C:7]([CH2:11][N:12]3[C:16]4=[N:17][C:18](/[C:21](=[N:26]/[NH:25][C:27]([NH2:29])=[O:28])/[CH3:22])=[CH:19][N:20]=[C:15]4[N:14]=[N:13]3)=[CH:8][CH:9]=2)[CH:4]=[CH:3][CH:2]=1. The yield is 0.570.